This data is from Catalyst prediction with 721,799 reactions and 888 catalyst types from USPTO. The task is: Predict which catalyst facilitates the given reaction. (1) Reactant: C[O:2][C:3]([C:5]1[CH:6]=[N:7][C:8]([C:11]2[CH:16]=[CH:15][C:14]([F:17])=[CH:13][CH:12]=2)=[CH:9][CH:10]=1)=[O:4].[OH-].[Na+].Cl. Product: [F:17][C:14]1[CH:15]=[CH:16][C:11]([C:8]2[N:7]=[CH:6][C:5]([C:3]([OH:4])=[O:2])=[CH:10][CH:9]=2)=[CH:12][CH:13]=1. The catalyst class is: 7. (2) Reactant: [CH2:1]([N:8]1[CH:12]=[C:11]([NH:13][S:14]([C:17]2[S:18][CH:19]=[CH:20][CH:21]=2)(=[O:16])=[O:15])[CH:10]=[C:9]1[C:22]([O:24]CC)=O)[C:2]1[CH:7]=[CH:6][CH:5]=[CH:4][CH:3]=1.[H-].[Na+].[CH3:29]I.O. Product: [CH2:1]([N:8]1[C:9]([CH:22]=[O:24])=[CH:10][C:11]([N:13]([CH3:29])[S:14]([C:17]2[S:18][CH:19]=[CH:20][CH:21]=2)(=[O:16])=[O:15])=[CH:12]1)[C:2]1[CH:7]=[CH:6][CH:5]=[CH:4][CH:3]=1. The catalyst class is: 9.